Regression. Given two drug SMILES strings and cell line genomic features, predict the synergy score measuring deviation from expected non-interaction effect. From a dataset of NCI-60 drug combinations with 297,098 pairs across 59 cell lines. (1) Drug 1: C1CCN(CC1)CCOC2=CC=C(C=C2)C(=O)C3=C(SC4=C3C=CC(=C4)O)C5=CC=C(C=C5)O. Drug 2: C1C(C(OC1N2C=C(C(=O)NC2=O)F)CO)O. Cell line: HT29. Synergy scores: CSS=43.5, Synergy_ZIP=7.53, Synergy_Bliss=1.57, Synergy_Loewe=-20.8, Synergy_HSA=-3.41. (2) Drug 1: CC12CCC(CC1=CCC3C2CCC4(C3CC=C4C5=CN=CC=C5)C)O. Drug 2: C1=NC(=NC(=O)N1C2C(C(C(O2)CO)O)O)N. Cell line: NCI-H522. Synergy scores: CSS=8.61, Synergy_ZIP=-1.27, Synergy_Bliss=5.27, Synergy_Loewe=3.34, Synergy_HSA=4.77. (3) Drug 1: C1=NC2=C(N1)C(=S)N=C(N2)N. Drug 2: CCCCCOC(=O)NC1=NC(=O)N(C=C1F)C2C(C(C(O2)C)O)O. Cell line: SK-MEL-5. Synergy scores: CSS=19.3, Synergy_ZIP=2.26, Synergy_Bliss=1.30, Synergy_Loewe=-36.6, Synergy_HSA=-3.56.